From a dataset of Catalyst prediction with 721,799 reactions and 888 catalyst types from USPTO. Predict which catalyst facilitates the given reaction. (1) Reactant: C([O:8][C:9]1[CH:14]=[C:13](/[CH:15]=[CH:16]/[N+]([O-])=O)[C:12]([N+:20]([O-])=O)=[CH:11][C:10]=1[O:23][CH2:24][CH2:25][O:26][CH2:27][CH3:28])C1C=CC=CC=1. Product: [CH2:27]([O:26][CH2:25][CH2:24][O:23][C:10]1[CH:11]=[C:12]2[C:13]([CH:15]=[CH:16][NH:20]2)=[CH:14][C:9]=1[OH:8])[CH3:28]. The catalyst class is: 129. (2) Reactant: FC(F)(F)C(O)=O.[O:8]1[C:12]2[CH:13]=[CH:14][CH:15]=[CH:16][C:11]=2[C:10]([NH:17][C:18]([N:20]2[CH2:25][CH2:24][NH:23][CH2:22][CH2:21]2)=[O:19])=[N:9]1.C(N(CC)CC)C.[CH:33]1([C:39](Cl)=[O:40])[CH2:38][CH2:37][CH2:36][CH2:35][CH2:34]1.O. Product: [O:8]1[C:12]2[CH:13]=[CH:14][CH:15]=[CH:16][C:11]=2[C:10]([NH:17][C:18]([N:20]2[CH2:25][CH2:24][N:23]([C:39]([CH:33]3[CH2:38][CH2:37][CH2:36][CH2:35][CH2:34]3)=[O:40])[CH2:22][CH2:21]2)=[O:19])=[N:9]1. The catalyst class is: 7. (3) Reactant: [Cl:1][C:2]1[N:3]=[C:4](Cl)[C:5]2[S:10][C:9]([CH3:11])=[CH:8][C:6]=2[N:7]=1.[OH-:13].[Na+].Cl. Product: [Cl:1][C:2]1[NH:3][C:4](=[O:13])[C:5]2[S:10][C:9]([CH3:11])=[CH:8][C:6]=2[N:7]=1. The catalyst class is: 1. (4) Product: [CH3:1][C:2]1[CH:3]=[C:4]2[C:8](=[CH:9][CH:10]=1)[N:7]([C:11]([C:12]1[CH:17]=[CH:16][CH:15]=[CH:14][CH:13]=1)=[O:18])[CH:6]=[CH:5]2. Reactant: [CH3:1][C:2]1[CH:3]=[C:4]2[C:8](=[CH:9][CH:10]=1)[NH:7][CH:6]=[CH:5]2.[C:11](Cl)(=[O:18])[C:12]1[CH:17]=[CH:16][CH:15]=[CH:14][CH:13]=1.CCN(CC)CC.C([O-])(O)=O.[Na+]. The catalyst class is: 64. (5) Reactant: [Cl:1][C:2]1[C:7]([C:8]([NH:10][C:11]2[CH:12]=[C:13]3[C:19]([O:20][CH2:21][CH3:22])=[N:18][N:17](C(OC(C)(C)C)=O)[C:14]3=[N:15][CH:16]=2)=[O:9])=[C:6]([F:30])[C:5]([NH:31][S:32]([CH2:35][CH2:36][CH3:37])(=[O:34])=[O:33])=[CH:4][CH:3]=1.C(O)(C(F)(F)F)=O. Product: [Cl:1][C:2]1[C:7]([C:8]([NH:10][C:11]2[CH:12]=[C:13]3[C:19]([O:20][CH2:21][CH3:22])=[N:18][NH:17][C:14]3=[N:15][CH:16]=2)=[O:9])=[C:6]([F:30])[C:5]([NH:31][S:32]([CH2:35][CH2:36][CH3:37])(=[O:34])=[O:33])=[CH:4][CH:3]=1. The catalyst class is: 2. (6) Reactant: C(O)(=O)C.[CH:5]1[C:14]2[C:9](=[CH:10][CH:11]=[CH:12][CH:13]=2)[CH:8]=[CH:7][C:6]=1[CH2:15][C:16]1[O:17][C:18]([C:21]2[CH:22]=[C:23]3[C:28](=[CH:29][CH:30]=2)[CH:27]=[C:26]([O:31][CH2:32][C:33]([O:35]C)=[O:34])[CH:25]=[CH:24]3)=[CH:19][N:20]=1.[OH-].[Na+].Cl. Product: [CH:5]1[C:14]2[C:9](=[CH:10][CH:11]=[CH:12][CH:13]=2)[CH:8]=[CH:7][C:6]=1[CH2:15][C:16]1[O:17][C:18]([C:21]2[CH:22]=[C:23]3[C:28](=[CH:29][CH:30]=2)[CH:27]=[C:26]([O:31][CH2:32][C:33]([OH:35])=[O:34])[CH:25]=[CH:24]3)=[CH:19][N:20]=1. The catalyst class is: 87.